Dataset: NCI-60 drug combinations with 297,098 pairs across 59 cell lines. Task: Regression. Given two drug SMILES strings and cell line genomic features, predict the synergy score measuring deviation from expected non-interaction effect. (1) Drug 1: CC1=C2C(C(=O)C3(C(CC4C(C3C(C(C2(C)C)(CC1OC(=O)C(C(C5=CC=CC=C5)NC(=O)C6=CC=CC=C6)O)O)OC(=O)C7=CC=CC=C7)(CO4)OC(=O)C)O)C)OC(=O)C. Drug 2: CC12CCC3C(C1CCC2OP(=O)(O)O)CCC4=C3C=CC(=C4)OC(=O)N(CCCl)CCCl.[Na+]. Cell line: SK-MEL-28. Synergy scores: CSS=35.5, Synergy_ZIP=6.81, Synergy_Bliss=13.0, Synergy_Loewe=2.34, Synergy_HSA=11.5. (2) Drug 1: CS(=O)(=O)C1=CC(=C(C=C1)C(=O)NC2=CC(=C(C=C2)Cl)C3=CC=CC=N3)Cl. Synergy scores: CSS=-6.87, Synergy_ZIP=2.39, Synergy_Bliss=-2.02, Synergy_Loewe=-6.63, Synergy_HSA=-6.41. Drug 2: CN(C)C1=NC(=NC(=N1)N(C)C)N(C)C. Cell line: SW-620. (3) Drug 1: CS(=O)(=O)CCNCC1=CC=C(O1)C2=CC3=C(C=C2)N=CN=C3NC4=CC(=C(C=C4)OCC5=CC(=CC=C5)F)Cl. Drug 2: C1=NC2=C(N1)C(=S)N=CN2. Cell line: SNB-75. Synergy scores: CSS=9.69, Synergy_ZIP=-16.2, Synergy_Bliss=-25.5, Synergy_Loewe=-31.4, Synergy_HSA=-20.8.